This data is from NCI-60 drug combinations with 297,098 pairs across 59 cell lines. The task is: Regression. Given two drug SMILES strings and cell line genomic features, predict the synergy score measuring deviation from expected non-interaction effect. (1) Drug 1: CS(=O)(=O)C1=CC(=C(C=C1)C(=O)NC2=CC(=C(C=C2)Cl)C3=CC=CC=N3)Cl. Drug 2: C1=NC2=C(N1)C(=S)N=C(N2)N. Cell line: IGROV1. Synergy scores: CSS=19.6, Synergy_ZIP=-7.27, Synergy_Bliss=-4.77, Synergy_Loewe=-16.4, Synergy_HSA=-4.73. (2) Cell line: MOLT-4. Drug 2: CN(C(=O)NC(C=O)C(C(C(CO)O)O)O)N=O. Synergy scores: CSS=52.3, Synergy_ZIP=2.48, Synergy_Bliss=5.61, Synergy_Loewe=-57.9, Synergy_HSA=5.85. Drug 1: CC1=C(N=C(N=C1N)C(CC(=O)N)NCC(C(=O)N)N)C(=O)NC(C(C2=CN=CN2)OC3C(C(C(C(O3)CO)O)O)OC4C(C(C(C(O4)CO)O)OC(=O)N)O)C(=O)NC(C)C(C(C)C(=O)NC(C(C)O)C(=O)NCCC5=NC(=CS5)C6=NC(=CS6)C(=O)NCCC[S+](C)C)O. (3) Synergy scores: CSS=20.0, Synergy_ZIP=6.26, Synergy_Bliss=8.17, Synergy_Loewe=-1.75, Synergy_HSA=5.79. Cell line: UACC-257. Drug 1: COC1=C(C=C2C(=C1)N=CN=C2NC3=CC(=C(C=C3)F)Cl)OCCCN4CCOCC4. Drug 2: CC1=CC2C(CCC3(C2CCC3(C(=O)C)OC(=O)C)C)C4(C1=CC(=O)CC4)C.